This data is from Reaction yield outcomes from USPTO patents with 853,638 reactions. The task is: Predict the reaction yield, written as a fraction of the theoretical maximum amount of product (1.0 means a 100% yield; for example, 0.34 means a 34% yield). (1) The reactants are [Na].C1CCC(=C(F)CNCC2C=CC(F)=CC=2)CC1.[CH3:20][C:21]1[CH:26]=[C:25]([CH3:27])[CH:24]=[CH:23][C:22]=1[CH2:28][C:29]#[N:30].[C:31](OCC)(=[O:33])[CH3:32]. No catalyst specified. The product is [C:29]([CH:28]([C:22]1[CH:23]=[CH:24][C:25]([CH3:27])=[CH:26][C:21]=1[CH3:20])[C:31](=[O:33])[CH3:32])#[N:30]. The yield is 0.740. (2) The reactants are [C:1]1([N:7]2[C:12](=O)[CH2:11][C:10](=[O:14])[N:9]([C:15]3[CH:20]=[CH:19][CH:18]=[CH:17][CH:16]=3)[C:8]2=[O:21])[CH:6]=[CH:5][CH:4]=[CH:3][CH:2]=1.P(Cl)(Cl)([Cl:24])=O. The catalyst is O. The product is [Cl:24][C:12]1[N:7]([C:1]2[CH:6]=[CH:5][CH:4]=[CH:3][CH:2]=2)[C:8](=[O:21])[N:9]([C:15]2[CH:20]=[CH:19][CH:18]=[CH:17][CH:16]=2)[C:10](=[O:14])[CH:11]=1. The yield is 0.740.